Dataset: Forward reaction prediction with 1.9M reactions from USPTO patents (1976-2016). Task: Predict the product of the given reaction. (1) Given the reactants [CH3:1][O:2][C:3]1[N:8]=[C:7]([NH2:9])[CH:6]=[CH:5][CH:4]=1.[N+:10]([C:12]1[CH:21]=[CH:20][C:15]2[O:16][CH2:17][CH2:18][O:19][C:14]=2[CH:13]=1)#[C-:11].[F:22][C:23]1[CH:24]=[N:25][CH:26]=[C:27]([F:31])[C:28]=1[CH:29]=O, predict the reaction product. The product is: [F:22][C:23]1[CH:24]=[N:25][CH:26]=[C:27]([F:31])[C:28]=1[C:29]1[N:9]=[C:7]2[CH:6]=[CH:5][CH:4]=[C:3]([O:2][CH3:1])[N:8]2[C:11]=1[NH:10][C:12]1[CH:21]=[CH:20][C:15]2[O:16][CH2:17][CH2:18][O:19][C:14]=2[CH:13]=1. (2) Given the reactants [C:1]([O:5][C:6]([N:8]1[CH2:13][C@H:12]([CH2:14][O:15][CH3:16])[N:11]([CH2:17][C:18]([N:20]2[C:28]3[CH:27]=[C:26](Cl)[N:25]=[CH:24][C:23]=3[C:22]([CH3:31])([CH3:30])[CH2:21]2)=[O:19])[CH2:10][C@H:9]1[CH3:32])=[O:7])([CH3:4])([CH3:3])[CH3:2].[C:33]1([OH:39])[CH:38]=[CH:37][CH:36]=[CH:35][CH:34]=1.[O-]P([O-])([O-])=O.[K+].[K+].[K+].C(P(C(C)(C)C)C1C=CC=CC=1C1C(C(C)C)=CC(C(C)C)=CC=1C(C)C)(C)(C)C, predict the reaction product. The product is: [C:1]([O:5][C:6]([N:8]1[CH2:13][C@H:12]([CH2:14][O:15][CH3:16])[N:11]([CH2:17][C:18]([N:20]2[C:28]3[CH:27]=[C:26]([O:39][C:33]4[CH:38]=[CH:37][CH:36]=[CH:35][CH:34]=4)[N:25]=[CH:24][C:23]=3[C:22]([CH3:31])([CH3:30])[CH2:21]2)=[O:19])[CH2:10][C@H:9]1[CH3:32])=[O:7])([CH3:4])([CH3:3])[CH3:2]. (3) The product is: [C:4]1(/[C:10](=[N:17]/[O:18][CH2:19][C:20]2[CH:25]=[CH:24][C:23]([O:26][CH2:27][C:28]3[CH:37]=[CH:36][C:35]4[C:30](=[CH:31][CH:32]=[CH:33][CH:34]=4)[N:29]=3)=[CH:22][CH:21]=2)/[CH2:11][CH2:12][C:13]([OH:15])=[O:14])[CH:5]=[CH:6][CH:7]=[CH:8][CH:9]=1. Given the reactants O.[OH-].[Li+].[C:4]1(/[C:10](=[N:17]/[O:18][CH2:19][C:20]2[CH:25]=[CH:24][C:23]([O:26][CH2:27][C:28]3[CH:37]=[CH:36][C:35]4[C:30](=[CH:31][CH:32]=[CH:33][CH:34]=4)[N:29]=3)=[CH:22][CH:21]=2)/[CH2:11][CH2:12][C:13]([O:15]C)=[O:14])[CH:9]=[CH:8][CH:7]=[CH:6][CH:5]=1.O.Cl, predict the reaction product. (4) Given the reactants Cl[C:2]1[C:11]2[C:6](=[CH:7][CH:8]=[C:9]([CH3:12])[CH:10]=2)[N:5]=[C:4]([N:13]2[CH2:19][C:18]3[CH:20]=[CH:21][CH:22]=[CH:23][C:17]=3[S:16](=[O:25])(=[O:24])[CH2:15][CH2:14]2)[CH:3]=1.[CH2:26]([NH2:30])[C@@H:27]([NH2:29])[CH3:28], predict the reaction product. The product is: [O:24]=[S:16]1(=[O:25])[C:17]2[CH:23]=[CH:22][CH:21]=[CH:20][C:18]=2[CH2:19][N:13]([C:4]2[CH:3]=[C:2]([NH:30][CH2:26][C@@H:27]([NH2:29])[CH3:28])[C:11]3[C:6](=[CH:7][CH:8]=[C:9]([CH3:12])[CH:10]=3)[N:5]=2)[CH2:14][CH2:15]1. (5) Given the reactants [S:1]1[CH:5]=[CH:4][C:3]2[C:6](=[O:10])[CH2:7][CH2:8][CH2:9][C:2]1=2.[Br:11]Br.O, predict the reaction product. The product is: [Br:11][CH:7]1[CH2:8][CH2:9][C:2]2[S:1][CH:5]=[CH:4][C:3]=2[C:6]1=[O:10]. (6) Given the reactants [NH2:1][C:2]1[CH:3]=[C:4]([CH:8]=[CH:9][C:10]=1[Br:11])[C:5]([OH:7])=O.[C:12]1([C:18]2[S:22][C:21]([NH2:23])=[N:20][N:19]=2)[CH:17]=[CH:16][CH:15]=[CH:14][CH:13]=1.F[P-](F)(F)(F)(F)F.N1(O[P+](N2CCCC2)(N2CCCC2)N2CCCC2)C2C=CC=CC=2N=N1.C(N(C(C)C)CC)(C)C, predict the reaction product. The product is: [NH2:1][C:2]1[CH:3]=[C:4]([CH:8]=[CH:9][C:10]=1[Br:11])[C:5]([NH:23][C:21]1[S:22][C:18]([C:12]2[CH:17]=[CH:16][CH:15]=[CH:14][CH:13]=2)=[N:19][N:20]=1)=[O:7]. (7) Given the reactants I[C:2]1[O:3][C:4]([C:8]([O:10][CH2:11][CH3:12])=[O:9])=[C:5]([I:7])[N:6]=1.[CH3:13][C:14]1[C:15]([Sn](C)(C)C)=[CH:16][C:17]([NH:20][C:21](=[O:23])[CH3:22])=[N:18][CH:19]=1.[Cl-].[Li+], predict the reaction product. The product is: [C:21]([NH:20][C:17]1[CH:16]=[C:15]([C:2]2[O:3][C:4]([C:8]([O:10][CH2:11][CH3:12])=[O:9])=[C:5]([I:7])[N:6]=2)[C:14]([CH3:13])=[CH:19][N:18]=1)(=[O:23])[CH3:22].